From a dataset of Forward reaction prediction with 1.9M reactions from USPTO patents (1976-2016). Predict the product of the given reaction. (1) Given the reactants [CH2:1]([NH2:8])[C:2]1[CH:7]=[CH:6][CH:5]=[CH:4][CH:3]=1.[CH:9]1([NH:15][C:16]2[C:21]([C:22](O)=[O:23])=[CH:20][N:19]=[C:18]3[NH:25][N:26]=[CH:27][C:17]=23)[CH2:14][CH2:13][CH2:12][CH2:11][CH2:10]1.CCN(C(C)C)C(C)C.CN(C(ON1N=NC2C=CC=NC1=2)=[N+](C)C)C.F[P-](F)(F)(F)(F)F, predict the reaction product. The product is: [CH2:1]([NH:8][C:22]([C:21]1[C:16]([NH:15][CH:9]2[CH2:10][CH2:11][CH2:12][CH2:13][CH2:14]2)=[C:17]2[CH:27]=[N:26][NH:25][C:18]2=[N:19][CH:20]=1)=[O:23])[C:2]1[CH:7]=[CH:6][CH:5]=[CH:4][CH:3]=1. (2) Given the reactants C([C@H]([C@@H](C(O)=O)O)O)(O)=O.[CH:11]([O:14][C:15]([C@@H:17]([NH:19][P@@:20]([CH2:29][O:30][C@H:31]([CH3:43])[CH2:32][N:33]1[CH:41]=[N:40][C:39]2[C:34]1=[N:35][CH:36]=[N:37][C:38]=2[NH2:42])([O:22][C:23]1[CH:28]=[CH:27][CH:26]=[CH:25][CH:24]=1)=[O:21])[CH3:18])=[O:16])([CH3:13])[CH3:12].N, predict the reaction product. The product is: [CH:11]([O:14][C:15]([C@@H:17]([NH:19][P@@:20]([CH2:29][O:30][C@H:31]([CH3:43])[CH2:32][N:33]1[CH:41]=[N:40][C:39]2[C:34]1=[N:35][CH:36]=[N:37][C:38]=2[NH2:42])([O:22][C:23]1[CH:28]=[CH:27][CH:26]=[CH:25][CH:24]=1)=[O:21])[CH3:18])=[O:16])([CH3:12])[CH3:13]. (3) Given the reactants [CH2:1]([O:3][CH:4]([O:23][CH2:24][CH3:25])[C:5]1[O:13][C:12]2[C:11](B3OC(C)(C)C(C)(C)O3)=[CH:10][N:9]=[CH:8][C:7]=2[CH:6]=1)[CH3:2].Br[C:27]1[CH:28]=[C:29]([CH:32]=[CH:33][C:34]=1[O:35][CH3:36])[CH:30]=[O:31].C(=O)([O-])[O-].[Na+].[Na+], predict the reaction product. The product is: [CH2:24]([O:23][CH:4]([O:3][CH2:1][CH3:2])[C:5]1[O:13][C:12]2[C:11]([C:27]3[CH:28]=[C:29]([CH:32]=[CH:33][C:34]=3[O:35][CH3:36])[CH:30]=[O:31])=[CH:10][N:9]=[CH:8][C:7]=2[CH:6]=1)[CH3:25]. (4) Given the reactants [NH2:1][C:2]1[N:7]([CH3:8])[C:6](=[O:9])[C:5]([CH3:11])([CH3:10])[C@:4]([C:13]2[CH:18]=[C:17]([NH2:19])[CH:16]=[CH:15][C:14]=2[F:20])([CH3:12])[N:3]=1.[C:21]([N:24]1[C:32]2[C:27](=[CH:28][CH:29]=[C:30]([F:33])[CH:31]=2)[C:26](=O)[CH2:25]1)(=[O:23])[CH3:22].[B][B][B][B][B][B][B][B][B][B], predict the reaction product. The product is: [C:21]([N:24]1[C:32]2[C:27](=[CH:28][CH:29]=[C:30]([F:33])[CH:31]=2)[CH:26]([NH:19][C:17]2[CH:16]=[CH:15][C:14]([F:20])=[C:13]([C@@:4]3([CH3:12])[N:3]=[C:2]([NH2:1])[N:7]([CH3:8])[C:6](=[O:9])[C:5]3([CH3:10])[CH3:11])[CH:18]=2)[CH2:25]1)(=[O:23])[CH3:22]. (5) Given the reactants COC1C=CC=CC=1C[C@H]1C(=O)N(C(N[C@@H](C2C=[C:22](C=CC=2)[C:23]([OH:25])=[O:24])CC)=O)CC(=O)NC1.ClC1C=CC(OC)=C(C=1)C[C@H]1C(=O)N(C(N[C@@H](C2C=C(C=CC=2)C(O)=O)CC)=O)CC(=O)NC1.C(O)(=O)C.[NH2:72][C:73]1[CH:81]=[C:80]([C@H:82]([NH:85][C:86]([N:88]2[C:94](=[O:95])[C@@H:93]([CH2:96][C:97]3[CH:102]=[C:101](Cl)[CH:100]=[CH:99][C:98]=3[O:104][CH3:105])[CH2:92][NH:91][C:90](=[O:106])[CH2:89]2)=[O:87])[CH2:83][CH3:84])[CH:79]=[CH:78][C:74]=1[C:75]([OH:77])=[O:76], predict the reaction product. The product is: [C:23]([OH:25])(=[O:24])[CH3:22].[NH2:72][C:73]1[CH:81]=[C:80]([C@H:82]([NH:85][C:86]([N:88]2[C:94](=[O:95])[C@@H:93]([CH2:96][C:97]3[CH:102]=[CH:101][CH:100]=[CH:99][C:98]=3[O:104][CH3:105])[CH2:92][NH:91][C:90](=[O:106])[CH2:89]2)=[O:87])[CH2:83][CH3:84])[CH:79]=[CH:78][C:74]=1[C:75]([OH:77])=[O:76]. (6) Given the reactants Cl[C:2]1[CH:15]=[CH:14][C:5]([O:6][C:7]2[CH:12]=[CH:11][C:10]([CH3:13])=[CH:9][N:8]=2)=[CH:4][CH:3]=1.N.[CH3:17][N:18](C)C(=O)C, predict the reaction product. The product is: [CH3:13][C:10]1[CH:11]=[CH:12][C:7]([O:6][C:5]2[CH:14]=[CH:15][C:2]([C:17]#[N:18])=[CH:3][CH:4]=2)=[N:8][CH:9]=1.